From a dataset of Catalyst prediction with 721,799 reactions and 888 catalyst types from USPTO. Predict which catalyst facilitates the given reaction. (1) Reactant: O1CCCCC1[N:7]1[C:15]2[C:10](=[CH:11][C:12]([C:16]3[N:20]=[CH:19][N:18](C(C4C=CC=CC=4)(C4C=CC=CC=4)C4C=CC=CC=4)[N:17]=3)=[CH:13][CH:14]=2)[C:9]([C:40]2[CH:41]=[C:42]([NH:46][C:47](=[O:56])[CH:48]([CH:50]3[CH2:55][CH2:54][CH2:53][NH:52][CH2:51]3)[CH3:49])[CH:43]=[CH:44][CH:45]=2)=[N:8]1.Cl.C([O-])(O)=O.[Na+]. Product: [NH:18]1[CH:19]=[N:20][C:16]([C:12]2[CH:11]=[C:10]3[C:15](=[CH:14][CH:13]=2)[NH:7][N:8]=[C:9]3[C:40]2[CH:41]=[C:42]([NH:46][C:47](=[O:56])[CH:48]([CH:50]3[CH2:55][CH2:54][CH2:53][NH:52][CH2:51]3)[CH3:49])[CH:43]=[CH:44][CH:45]=2)=[N:17]1. The catalyst class is: 12. (2) Product: [NH2:1][N:2]1[C:6]2[CH:7]=[CH:8][CH:9]=[CH:10][C:5]=2[N:4]=[C:3]1[S:11]([CH2:12][C:13]1[C:18]([CH3:19])=[C:17]([O:20][CH2:21][C:22]([F:25])([F:24])[F:23])[CH:16]=[CH:15][N:14]=1)=[O:34]. The catalyst class is: 2. Reactant: [NH2:1][N:2]1[C:6]2[CH:7]=[CH:8][CH:9]=[CH:10][C:5]=2[N:4]=[C:3]1[S:11][CH2:12][C:13]1[C:18]([CH3:19])=[C:17]([O:20][CH2:21][C:22]([F:25])([F:24])[F:23])[CH:16]=[CH:15][N:14]=1.ClC1C=CC=C(C(OO)=[O:34])C=1.S([O-])([O-])=O.[Na+].[Na+].C(=O)(O)[O-].[Na+].